Predict which catalyst facilitates the given reaction. From a dataset of Catalyst prediction with 721,799 reactions and 888 catalyst types from USPTO. (1) Reactant: [OH:1][C:2]1[CH:7]=[CH:6][C:5](NCC)=[CH:4][CH:3]=1.[S:11]1[CH2:17][C:15](=[O:16])[NH:14][C:12]1=S.[CH3:18][CH2:19][N:20](C(C)C)C(C)C. Product: [OH:1][C:2]1[CH:3]=[CH:4][C:5]([CH2:18][CH2:19][NH:20][C:12]2[S:11][CH2:17][C:15](=[O:16])[N:14]=2)=[CH:6][CH:7]=1. The catalyst class is: 8. (2) Reactant: O[CH2:2][CH:3]([C:21]1[CH:28]=[CH:27][C:24]([C:25]#[N:26])=[CH:23][CH:22]=1)[NH:4][C:5]1[NH:6][C:7](=[O:20])[C:8]2[CH:13]=[N:12][N:11]([CH:14]3[CH2:19][CH2:18][O:17][CH2:16][CH2:15]3)[C:9]=2[N:10]=1.[H-].[Na+].CC1C=CC(S(Cl)(=O)=O)=CC=1. Product: [O:20]=[C:7]1[N:6]2[CH2:2][CH:3]([C:21]3[CH:22]=[CH:23][C:24]([C:25]#[N:26])=[CH:27][CH:28]=3)[NH:4][C:5]2=[N:10][C:9]2[N:11]([CH:14]3[CH2:19][CH2:18][O:17][CH2:16][CH2:15]3)[N:12]=[CH:13][C:8]1=2. The catalyst class is: 1. (3) Product: [CH2:1]([C@@H:3]1[CH2:4][NH:5][C@@H:6]([CH3:19])[CH2:7][N:8]1[CH2:9][C:10]1[CH:11]=[CH:12][C:13]([O:16][CH3:17])=[CH:14][CH:15]=1)[CH3:2]. Reactant: [CH2:1]([C@H:3]1[N:8]([CH2:9][C:10]2[CH:15]=[CH:14][C:13]([O:16][CH3:17])=[CH:12][CH:11]=2)[C:7](=O)[C@H:6]([CH3:19])[NH:5][C:4]1=O)[CH3:2].[H-].[Al+3].[Li+].[H-].[H-].[H-].O.[OH-].[K+]. The catalyst class is: 1. (4) Reactant: [C:1]([NH:4][C:5]1[C:13]2[C:8](=[N:9][CH:10]=[CH:11][C:12]=2[N:14]2[CH2:19][CH2:18][N:17]([C:20](=[O:38])[C@H:21]([NH:30]C(=O)OC(C)(C)C)[CH2:22][C:23]3[CH:28]=[CH:27][C:26]([Cl:29])=[CH:25][CH:24]=3)[CH2:16][CH2:15]2)[NH:7][CH:6]=1)(=[O:3])[CH3:2].C(O)(C(F)(F)F)=O.C1(N)C(F)=C(F)C(F)=C(N)C=1F.Cl.Cl. Product: [NH2:30][C@H:21]([CH2:22][C:23]1[CH:24]=[CH:25][C:26]([Cl:29])=[CH:27][CH:28]=1)[C:20]([N:17]1[CH2:16][CH2:15][N:14]([C:12]2[CH:11]=[CH:10][N:9]=[C:8]3[NH:7][CH:6]=[C:5]([NH:4][C:1](=[O:3])[CH3:2])[C:13]=23)[CH2:19][CH2:18]1)=[O:38]. The catalyst class is: 2. (5) Reactant: [C:1]([O:5][C:6](=[O:27])[NH:7][C@@H:8]1[C@@H:13]([OH:14])[C@H:12]([CH2:15][C:16]2[CH:21]=[C:20]([F:22])[C:19]([N+:23]([O-:25])=[O:24])=[C:18]([F:26])[CH:17]=2)[CH2:11][S:10][CH2:9]1)([CH3:4])([CH3:3])[CH3:2].[OH:28]OS([O-])=O.[K+].S(S([O-])=O)([O-])(=O)=O.[Na+].[Na+]. Product: [C:1]([O:5][C:6](=[O:27])[NH:7][C@@H:8]1[C@@H:13]([OH:14])[C@H:12]([CH2:15][C:16]2[CH:17]=[C:18]([F:26])[C:19]([N+:23]([O-:25])=[O:24])=[C:20]([F:22])[CH:21]=2)[CH2:11][S@:10](=[O:28])[CH2:9]1)([CH3:4])([CH3:2])[CH3:3]. The catalyst class is: 20. (6) Reactant: [NH2:1][C:2]1[CH:3]=[CH:4][C:5]([C:8]#[N:9])=[N:6][CH:7]=1.C(N(CC)CC)C.[Cl:17][CH2:18][CH2:19][C:20](Cl)=[O:21]. Product: [Cl:17][CH2:18][CH2:19][C:20]([NH:1][C:2]1[CH:7]=[N:6][C:5]([C:8]#[N:9])=[CH:4][CH:3]=1)=[O:21]. The catalyst class is: 4. (7) Reactant: [F:1][C:2]1[C:10]([O:11][C:12]2[CH:17]=[C:16]([CH2:18][S:19]([CH3:22])(=[O:21])=[O:20])[N:15]=[CH:14][N:13]=2)=[CH:9][CH:8]=[C:7]2[C:3]=1[CH:4]=[C:5]([CH3:23])[NH:6]2.[Li+].C[Si]([N-][Si](C)(C)C)(C)C.[N:34]([C:37]1[CH:42]=[CH:41][CH:40]=[C:39]([C:43]([F:46])([F:45])[F:44])[CH:38]=1)=[C:35]=[O:36]. Product: [F:44][C:43]([F:45])([F:46])[C:39]1[CH:38]=[C:37]([NH:34][C:35]([N:6]2[C:7]3[C:3](=[C:2]([F:1])[C:10]([O:11][C:12]4[CH:17]=[C:16]([CH2:18][S:19]([CH3:22])(=[O:21])=[O:20])[N:15]=[CH:14][N:13]=4)=[CH:9][CH:8]=3)[CH:4]=[C:5]2[CH3:23])=[O:36])[CH:42]=[CH:41][CH:40]=1. The catalyst class is: 1. (8) Reactant: [F:1][C:2]1[CH:3]=[C:4]([N:8]2[CH:12]=[C:11]([NH:13][C:14](=[O:20])[O:15][C:16]([CH3:19])([CH3:18])[CH3:17])[C:10]([CH3:21])=[N:9]2)[CH:5]=[N:6][CH:7]=1.[H-].[Na+].Br[CH2:25][C:26]#[CH:27].[Cl-].[NH4+]. Product: [F:1][C:2]1[CH:3]=[C:4]([N:8]2[CH:12]=[C:11]([N:13]([CH2:27][C:26]#[CH:25])[C:14](=[O:20])[O:15][C:16]([CH3:17])([CH3:18])[CH3:19])[C:10]([CH3:21])=[N:9]2)[CH:5]=[N:6][CH:7]=1. The catalyst class is: 42. (9) Product: [Cl:1][C:2]1[CH:10]=[C:9]([CH:8]=[CH:7][C:3]=1[C:4]([N:67]1[CH2:66][CH2:65][NH:64][C:63](=[O:68])[CH:62]1[CH2:61][C:59]([N:58]([CH3:57])[CH3:69])=[O:60])=[O:6])[C:11]([NH:13][CH:14]([C:16]1[NH:20][C:19]2[CH:21]=[CH:22][C:23]([Cl:25])=[CH:24][C:18]=2[N:17]=1)[CH3:15])=[O:12]. Reactant: [Cl:1][C:2]1[CH:10]=[C:9]([C:11]([NH:13][CH:14]([C:16]2[NH:20][C:19]3[CH:21]=[CH:22][C:23]([Cl:25])=[CH:24][C:18]=3[N:17]=2)[CH3:15])=[O:12])[CH:8]=[CH:7][C:3]=1[C:4]([OH:6])=O.CN(C(ON1N=NC2C=CC=CC1=2)=[N+](C)C)C.[B-](F)(F)(F)F.C(N(C(C)C)CC)(C)C.[CH3:57][N:58]([CH3:69])[C:59]([CH2:61][CH:62]1[NH:67][CH2:66][CH2:65][NH:64][C:63]1=[O:68])=[O:60].ClCl. The catalyst class is: 16.